From a dataset of Full USPTO retrosynthesis dataset with 1.9M reactions from patents (1976-2016). Predict the reactants needed to synthesize the given product. (1) Given the product [CH3:12][C:2]1[CH:7]=[CH:6][C:5]([S:8]([OH:11])(=[O:10])=[O:9])=[CH:4][CH:3]=1, predict the reactants needed to synthesize it. The reactants are: O.[C:2]1([CH3:12])[CH:7]=[CH:6][C:5]([S:8]([OH:11])(=[O:10])=[O:9])=[CH:4][CH:3]=1.CN1CCCCCC1=O. (2) Given the product [NH2:12][C:13]1[CH:18]=[CH:17][C:16]([S:19][C:2]2[N:7]3[CH:8]=[C:9]([CH3:11])[N:10]=[C:6]3[CH:5]=[CH:4][CH:3]=2)=[CH:15][CH:14]=1, predict the reactants needed to synthesize it. The reactants are: Cl[C:2]1[N:7]2[CH:8]=[C:9]([CH3:11])[N:10]=[C:6]2[CH:5]=[CH:4][CH:3]=1.[NH2:12][C:13]1[CH:18]=[CH:17][C:16]([SH:19])=[CH:15][CH:14]=1.C(N(CC)CC)C.O.